This data is from Forward reaction prediction with 1.9M reactions from USPTO patents (1976-2016). The task is: Predict the product of the given reaction. (1) Given the reactants [C:1](O[BH-](OC(=O)C)OC(=O)C)(=O)[CH3:2].[Na+].C(O)(=O)C.[C:19]([N:26]1C=CC(C=O)=[C:28]([NH2:34])[CH2:27]1)([O:21][C:22]([CH3:25])([CH3:24])[CH3:23])=[O:20].[NH2:35][CH:36]1[CH2:41][CH2:40][N:39]([C:42]([O:44][CH2:45][CH3:46])=[O:43])[CH2:38][CH2:37]1.Cl[CH:48](Cl)[CH3:49], predict the reaction product. The product is: [C:22]([O:21][C:19]([NH:26][C:27]1[CH:28]=[N:34][CH:1]=[CH:2][C:48]=1[CH2:49][NH:35][CH:36]1[CH2:37][CH2:38][N:39]([C:42]([O:44][CH2:45][CH3:46])=[O:43])[CH2:40][CH2:41]1)=[O:20])([CH3:23])([CH3:24])[CH3:25]. (2) Given the reactants [F:1][C:2]1[CH:3]=[C:4]([CH:8]=[CH:9][C:10]=1O)[C:5]([OH:7])=[O:6].[C:12](=O)([O-])[O-].[Cs+].[Cs+].IC.CN(C)[CH:22]=[O:23], predict the reaction product. The product is: [F:1][C:2]1[CH:3]=[C:4]([CH:8]=[CH:9][C:10]=1[O:23][CH3:22])[C:5]([O:7][CH3:12])=[O:6]. (3) The product is: [I:28][C:29]1[C:37]2[C:32](=[CH:33][CH:34]=[C:35]([C:38]3[O:42][C:41]([NH:8][CH:12]([CH3:13])[CH3:11])=[N:40][N:39]=3)[CH:36]=2)[N:31]([S:44]([C:47]2[CH:48]=[CH:49][C:50]([CH3:51])=[CH:52][CH:53]=2)(=[O:45])=[O:46])[CH:30]=1. Given the reactants F[P-](F)(F)(F)(F)F.[N:8]1(O[P+](N(C)C)(N(C)C)N(C)C)[C:12]2[CH:13]=CC=C[C:11]=2N=N1.[I:28][C:29]1[C:37]2[C:32](=[CH:33][CH:34]=[C:35]([C:38]3[O:42][C:41](=O)[NH:40][N:39]=3)[CH:36]=2)[N:31]([S:44]([C:47]2[CH:53]=[CH:52][C:50]([CH3:51])=[CH:49][CH:48]=2)(=[O:46])=[O:45])[CH:30]=1.CC(N)C.C(N(C(C)C)CC)(C)C, predict the reaction product. (4) Given the reactants [OH-].[K+].[CH:3]1[CH:8]=[CH:7][C:6](/[CH:9]=[C:10](\Br)/[C:11]([C:13]2[CH:18]=[CH:17][CH:16]=[CH:15][CH:14]=2)=[O:12])=[CH:5][CH:4]=1, predict the reaction product. The product is: [CH:3]1[CH:8]=[CH:7][C:6]([C:9]#[C:10][C:11]([C:13]2[CH:18]=[CH:17][CH:16]=[CH:15][CH:14]=2)=[O:12])=[CH:5][CH:4]=1.